This data is from Reaction yield outcomes from USPTO patents with 853,638 reactions. The task is: Predict the reaction yield, written as a fraction of the theoretical maximum amount of product (1.0 means a 100% yield; for example, 0.34 means a 34% yield). (1) The reactants are [N:1]1[C:9]2[C:4](=[N:5][CH:6]=[CH:7][CH:8]=2)[NH:3][C:2]=1[C:10]1[C:11]([O:20][CH3:21])=[CH:12][C:13]([O:18][CH3:19])=[C:14]([CH:17]=1)[CH:15]=O.[C:22]([C:25]1[CH:30]=[CH:29][C:28]([S:31]([NH2:34])(=[O:33])=[O:32])=[CH:27][CH:26]=1)(=[O:24])[CH3:23]. No catalyst specified. The product is [N:1]1[C:9]2[C:4](=[N:5][CH:6]=[CH:7][CH:8]=2)[NH:3][C:2]=1[C:10]1[C:11]([O:20][CH3:21])=[CH:12][C:13]([O:18][CH3:19])=[C:14](/[CH:15]=[CH:23]/[C:22]([C:25]2[CH:26]=[CH:27][C:28]([S:31]([NH2:34])(=[O:33])=[O:32])=[CH:29][CH:30]=2)=[O:24])[CH:17]=1. The yield is 0.260. (2) The reactants are C[O:2][C:3](=[O:41])[C:4]1[CH:9]=[CH:8][CH:7]=[C:6]([N:10]2[C:15]3[N:16]=[CH:17][C:18]([F:20])=[CH:19][C:14]=3[C:13](=[O:21])[N:12]([CH:22]3[CH2:27][CH2:26][CH:25]([NH:28][C:29]([C:31]4[N:32]=[C:33]5[CH:38]=[CH:37][CH:36]=[CH:35][N:34]5[CH:39]=4)=[O:30])[CH2:24][CH2:23]3)[C:11]2=[O:40])[CH:5]=1.[OH-].[Li+].C(O)(=O)C. The catalyst is O1CCOCC1.O. The product is [F:20][C:18]1[CH:17]=[N:16][C:15]2[N:10]([C:6]3[CH:5]=[C:4]([CH:9]=[CH:8][CH:7]=3)[C:3]([OH:41])=[O:2])[C:11](=[O:40])[N:12]([C@H:22]3[CH2:27][CH2:26][C@@H:25]([NH:28][C:29]([C:31]4[N:32]=[C:33]5[CH:38]=[CH:37][CH:36]=[CH:35][N:34]5[CH:39]=4)=[O:30])[CH2:24][CH2:23]3)[C:13](=[O:21])[C:14]=2[CH:19]=1. The yield is 0.260. (3) The reactants are CC1C=C(N2CCN(CCOC3C=CC=CC=3)C2=O)SC=1C(O)=O.[F:25][C:26]1[CH:47]=[CH:46][C:29]([CH2:30][N:31]2[CH2:35][CH2:34][N:33]([C:36]3[S:40][C:39]([C:41](O)=[O:42])=[C:38]([CH3:44])[CH:37]=3)[C:32]2=[O:45])=[CH:28][CH:27]=1.[CH2:48]1[C:56]2[C:51](=[CH:52][CH:53]=[CH:54][CH:55]=2)[CH2:50][CH:49]1[NH2:57]. No catalyst specified. The product is [CH2:48]1[C:56]2[C:51](=[CH:52][CH:53]=[CH:54][CH:55]=2)[CH2:50][CH:49]1[NH:57][C:41]([C:39]1[S:40][C:36]([N:33]2[CH2:34][CH2:35][N:31]([CH2:30][C:29]3[CH:46]=[CH:47][C:26]([F:25])=[CH:27][CH:28]=3)[C:32]2=[O:45])=[CH:37][C:38]=1[CH3:44])=[O:42]. The yield is 0.840.